Dataset: Full USPTO retrosynthesis dataset with 1.9M reactions from patents (1976-2016). Task: Predict the reactants needed to synthesize the given product. (1) Given the product [F:7][C:8]1[CH:13]=[CH:12][C:11]([C:14]2[CH:15]=[CH:16][C:17]3[N:18]([C:20]([S:23][C:24]4[CH:33]=[CH:32][C:27]5[N:28]=[C:29]([NH:31][C:4]([CH:1]6[CH2:3][CH2:2]6)=[O:5])[S:30][C:26]=5[CH:25]=4)=[CH:21][N:22]=3)[CH:19]=2)=[CH:10][CH:9]=1, predict the reactants needed to synthesize it. The reactants are: [CH:1]1([C:4](Cl)=[O:5])[CH2:3][CH2:2]1.[F:7][C:8]1[CH:13]=[CH:12][C:11]([C:14]2[CH:15]=[CH:16][C:17]3[N:18]([C:20]([S:23][C:24]4[CH:33]=[CH:32][C:27]5[N:28]=[C:29]([NH2:31])[S:30][C:26]=5[CH:25]=4)=[CH:21][N:22]=3)[CH:19]=2)=[CH:10][CH:9]=1.N1C=CC=CC=1. (2) Given the product [CH3:1][O:2][C:3]([C:5]1([CH2:11][CH2:12][NH:21][C:20]2[C:15]([CH3:14])=[N:16][C:17]([N:22]3[CH2:26][CH2:25][C@@H:24]([N:27]4[CH2:31][CH2:30][CH2:29][C@@H:28]4[CH3:32])[CH2:23]3)=[CH:18][CH:19]=2)[CH2:10][CH2:9][CH2:8][CH2:7][CH2:6]1)=[O:4], predict the reactants needed to synthesize it. The reactants are: [CH3:1][O:2][C:3]([C:5]1([CH2:11][CH:12]=O)[CH2:10][CH2:9][CH2:8][CH2:7][CH2:6]1)=[O:4].[CH3:14][C:15]1[C:20]([NH2:21])=[CH:19][CH:18]=[C:17]([N:22]2[CH2:26][CH2:25][C@@H:24]([N:27]3[CH2:31][CH2:30][CH2:29][C@@H:28]3[CH3:32])[CH2:23]2)[N:16]=1. (3) Given the product [C:32]([O:31][C:29]([N:27]([CH3:28])[C@@H:25]([CH3:26])[C:24]([NH:23][C@@H:18]([C:19]([CH3:22])([CH3:21])[CH3:20])[C:17]([N:13]1[C@H:12]([C:38](=[O:50])[NH:39][C@H:40]2[C:49]3[C:44](=[CH:45][CH:46]=[CH:47][CH:48]=3)[CH2:43][CH2:42][CH2:41]2)[CH2:11][C:10]2[C:15](=[CH:16][C:7]([C:54]#[C:53][C:55]3[CH:64]=[CH:63][C:58]([C:59]([O:61][CH3:62])=[O:60])=[CH:57][CH:56]=3)=[CH:8][CH:9]=2)[CH2:14]1)=[O:37])=[O:36])=[O:30])([CH3:35])([CH3:34])[CH3:33], predict the reactants needed to synthesize it. The reactants are: FC(F)(F)S(O[C:7]1[CH:16]=[C:15]2[C:10]([CH2:11][C@@H:12]([C:38](=[O:50])[NH:39][C@H:40]3[C:49]4[C:44](=[CH:45][CH:46]=[CH:47][CH:48]=4)[CH2:43][CH2:42][CH2:41]3)[N:13]([C:17](=[O:37])[C@@H:18]([NH:23][C:24](=[O:36])[C@@H:25]([N:27]([C:29]([O:31][C:32]([CH3:35])([CH3:34])[CH3:33])=[O:30])[CH3:28])[CH3:26])[C:19]([CH3:22])([CH3:21])[CH3:20])[CH2:14]2)=[CH:9][CH:8]=1)(=O)=O.[C:53]([C:55]1[CH:64]=[CH:63][C:58]([C:59]([O:61][CH3:62])=[O:60])=[CH:57][CH:56]=1)#[CH:54]. (4) Given the product [Cl:1][C:2]1[CH:7]=[CH:6][C:5]([C:8]2[C:17]3[C:12](=[CH:13][CH:14]=[CH:15][CH:16]=3)[C:11]([NH:18][C:19]3[CH:20]=[CH:21][C:22]([O:25][C:26]4[CH:31]=[CH:30][N:29]=[C:28]([NH:32][CH2:33][CH2:34][S:39]([CH3:43])(=[O:41])=[O:38])[CH:27]=4)=[CH:23][CH:24]=3)=[N:10][N:9]=2)=[CH:4][CH:3]=1, predict the reactants needed to synthesize it. The reactants are: [Cl:1][C:2]1[CH:7]=[CH:6][C:5]([C:8]2[C:17]3[C:12](=[CH:13][CH:14]=[CH:15][CH:16]=3)[C:11]([NH:18][C:19]3[CH:24]=[CH:23][C:22]([O:25][C:26]4[CH:31]=[CH:30][N:29]=[C:28]([NH:32][CH2:33][CH2:34]SC)[CH:27]=4)=[CH:21][CH:20]=3)=[N:10][N:9]=2)=[CH:4][CH:3]=1.O[O:38][S:39]([O-:41])=O.[K+].[CH3:43]O.O. (5) Given the product [Cl:31][C:11]1[CH:12]=[CH:13][CH:14]=[C:15]2[C:10]=1[N:9]=[C:8]([C:6]1[S:41][C:1]([CH3:2])=[N:4][N:5]=1)[C:17]([C@@H:18]([N:20]1[C:28](=[O:29])[C:27]3[C:22](=[CH:23][CH:24]=[CH:25][CH:26]=3)[C:21]1=[O:30])[CH3:19])=[CH:16]2, predict the reactants needed to synthesize it. The reactants are: [C:1]([NH:4][NH:5][C:6]([C:8]1[C:17]([C@@H:18]([N:20]2[C:28](=[O:29])[C:27]3[C:22](=[CH:23][CH:24]=[CH:25][CH:26]=3)[C:21]2=[O:30])[CH3:19])=[CH:16][C:15]2[C:10](=[C:11]([Cl:31])[CH:12]=[CH:13][CH:14]=2)[N:9]=1)=O)(=O)[CH3:2].COC1C=CC(P2(SP(C3C=CC(OC)=CC=3)(=S)S2)=[S:41])=CC=1.